Dataset: Reaction yield outcomes from USPTO patents with 853,638 reactions. Task: Predict the reaction yield, written as a fraction of the theoretical maximum amount of product (1.0 means a 100% yield; for example, 0.34 means a 34% yield). The reactants are [OH:1][CH2:2][CH2:3][N:4]1[CH2:9][CH2:8][O:7][CH2:6][CH2:5]1.[H-].[Na+].[Cl:12][C:13]1[CH:18]=[C:17](Cl)[N:16]=[CH:15][N:14]=1. The catalyst is CN(C)C=O. The product is [Cl:12][C:13]1[N:14]=[CH:15][N:16]=[C:17]([O:1][CH2:2][CH2:3][N:4]2[CH2:9][CH2:8][O:7][CH2:6][CH2:5]2)[CH:18]=1. The yield is 0.580.